Task: Predict which catalyst facilitates the given reaction.. Dataset: Catalyst prediction with 721,799 reactions and 888 catalyst types from USPTO Reactant: [NH2:1][C@H:2]([CH3:7])[C:3]([CH3:6])([OH:5])[CH3:4].Cl.N[C@@H](C)C(OC)=O.[Cl:16][C:17]1[C:24]([C:25]#[C:26][Si](C)(C)C)=[C:23](F)[CH:22]=[CH:21][C:18]=1[C:19]#[N:20].C1CCN2C(=NCCC2)CC1.C([O-])(O)=O.[Na+]. Product: [Cl:16][C:17]1[C:18]([C:19]#[N:20])=[CH:21][CH:22]=[C:23]2[C:24]=1[CH:25]=[CH:26][N:1]2[C@@H:2]([C:3]([OH:5])([CH3:6])[CH3:4])[CH3:7]. The catalyst class is: 37.